Task: Predict which catalyst facilitates the given reaction.. Dataset: Catalyst prediction with 721,799 reactions and 888 catalyst types from USPTO (1) Reactant: [NH2:1][NH2:2].[CH3:3][S:4]([C:7]1[CH:12]=[CH:11][C:10]([C:13]2[N:18]=[CH:17][C:16]([O:19][CH2:20][CH:21]3[CH2:26][CH2:25][N:24]([C:27]([O:29]C4C=CC([N+]([O-])=O)=CC=4)=O)[CH2:23][CH2:22]3)=[CH:15][CH:14]=2)=[CH:9][CH:8]=1)(=[O:6])=[O:5]. Product: [CH3:3][S:4]([C:7]1[CH:12]=[CH:11][C:10]([C:13]2[N:18]=[CH:17][C:16]([O:19][CH2:20][CH:21]3[CH2:26][CH2:25][N:24]([C:27]([NH:1][NH2:2])=[O:29])[CH2:23][CH2:22]3)=[CH:15][CH:14]=2)=[CH:9][CH:8]=1)(=[O:5])=[O:6]. The catalyst class is: 8. (2) Reactant: [CH2:1]([O:8][C:9]([NH:11][C@H:12]([CH:16]([CH3:18])[CH3:17])[C:13]([OH:15])=O)=[O:10])[C:2]1[CH:7]=[CH:6][CH:5]=[CH:4][CH:3]=1.[CH3:19][CH2:20][SH:21].C1(N=C=NC2CCCCC2)CCCCC1. Product: [CH2:20]([S:21][C:13](=[O:15])[C@H:12]([NH:11][C:9]([O:8][CH2:1][C:2]1[CH:3]=[CH:4][CH:5]=[CH:6][CH:7]=1)=[O:10])[CH:16]([CH3:18])[CH3:17])[CH3:19]. The catalyst class is: 64. (3) Reactant: [Br:1][C:2]1[CH:7]=[CH:6][C:5]([NH:8][C:9]2[CH:10]=[CH:11][C:12]([CH2:15][NH:16][C:17]([C:19]3([NH:22]C(=O)OC(C)(C)C)[CH2:21][CH2:20]3)=[O:18])=[N:13][CH:14]=2)=[C:4]([C:30]([F:33])([F:32])[F:31])[CH:3]=1.[F:34][C:35]([F:40])([F:39])[C:36]([OH:38])=[O:37]. Product: [F:34][C:35]([F:40])([F:39])[C:36]([OH:38])=[O:37].[Br:1][C:2]1[CH:7]=[CH:6][C:5]([NH:8][C:9]2[CH:10]=[CH:11][C:12]([CH2:15][NH:16][C:17]([C:19]3([NH2:22])[CH2:20][CH2:21]3)=[O:18])=[N:13][CH:14]=2)=[C:4]([C:30]([F:33])([F:31])[F:32])[CH:3]=1. The catalyst class is: 4. (4) Reactant: C([N:3]([CH2:15][CH3:16])[C:4](=[O:14])[C:5]1[CH:10]=[CH:9][C:8]([O:11][CH3:12])=[CH:7][C:6]=1C)C.C([Li])(C)(C)C.[N:22]1(C#N)[CH2:26][CH2:25][CH2:24][CH2:23]1. Product: [CH3:12][O:11][C:8]1[CH:9]=[C:10]2[C:5](=[CH:6][CH:7]=1)[C:4]([OH:14])=[N:3][C:15]([N:22]1[CH2:26][CH2:25][CH2:24][CH2:23]1)=[CH:16]2. The catalyst class is: 1.